From a dataset of Full USPTO retrosynthesis dataset with 1.9M reactions from patents (1976-2016). Predict the reactants needed to synthesize the given product. (1) The reactants are: Cl[C:2]([O:4][C:5]1[CH:10]=[CH:9][CH:8]=[CH:7][CH:6]=1)=[O:3].[Cl:11][C:12]1[CH:13]=[C:14]([CH:16]=[CH:17][C:18]=1[C:19]([F:22])([F:21])[F:20])[NH2:15].N1C=CC=CC=1. Given the product [C:5]1([O:4][C:2](=[O:3])[NH:15][C:14]2[CH:16]=[CH:17][C:18]([C:19]([F:20])([F:21])[F:22])=[C:12]([Cl:11])[CH:13]=2)[CH:10]=[CH:9][CH:8]=[CH:7][CH:6]=1, predict the reactants needed to synthesize it. (2) Given the product [CH2:1]([C:3]1[N:7]([CH3:8])[N:6]=[C:5]([C:9]([NH2:15])=[O:11])[CH:4]=1)[CH3:2], predict the reactants needed to synthesize it. The reactants are: [CH2:1]([C:3]1[N:7]([CH3:8])[N:6]=[C:5]([C:9]([O:11]CC)=O)[CH:4]=1)[CH3:2].[OH-].[NH4+:15]. (3) Given the product [Br:2][C:3]1[CH:4]=[C:5]([CH:6]=[CH:7][CH:8]=1)[CH2:9][NH:10][C:23](=[O:24])[O:22][C:19]([CH3:21])([CH3:20])[CH3:18], predict the reactants needed to synthesize it. The reactants are: Cl.[Br:2][C:3]1[CH:4]=[C:5]([CH2:9][NH2:10])[CH:6]=[CH:7][CH:8]=1.C(N(CC)CC)C.[CH3:18][C:19]([O:22][C:23](O[C:23]([O:22][C:19]([CH3:21])([CH3:20])[CH3:18])=[O:24])=[O:24])([CH3:21])[CH3:20]. (4) Given the product [CH2:15]([NH:21][C:22](=[O:33])[CH2:23][C:24]1[CH:25]=[C:26]([C:2]2[CH:3]=[N:4][CH:5]=[C:6]3[C:11]=2[N:10]=[C:9]([C:12]([NH2:14])=[O:13])[CH:8]=[CH:7]3)[CH:27]=[CH:28][CH:29]=1)[CH2:16][CH2:17][CH2:18][CH2:19][CH3:20], predict the reactants needed to synthesize it. The reactants are: Br[C:2]1[CH:3]=[N:4][CH:5]=[C:6]2[C:11]=1[N:10]=[C:9]([C:12]([NH2:14])=[O:13])[CH:8]=[CH:7]2.[CH2:15]([NH:21][C:22](=[O:33])[CH2:23][C:24]1[CH:25]=[C:26](B(O)O)[CH:27]=[CH:28][CH:29]=1)[CH2:16][CH2:17][CH2:18][CH2:19][CH3:20].